Task: Predict the reaction yield, written as a fraction of the theoretical maximum amount of product (1.0 means a 100% yield; for example, 0.34 means a 34% yield).. Dataset: Reaction yield outcomes from USPTO patents with 853,638 reactions (1) The reactants are [ClH:1].[CH3:2][NH:3][O:4][CH3:5].[NH2:6][C:7]1[N:15]=[CH:14][C:13]([Br:16])=[CH:12][C:8]=1[C:9](O)=[O:10].CN1CCOCC1.C1CN([P+](ON2N=NC3C=CC=CC2=3)(N2CCCC2)N2CCCC2)CC1.F[P-](F)(F)(F)(F)F. The catalyst is ClCCl. The product is [ClH:1].[CH3:5][O:4][N:3]([CH3:2])[C:9](=[O:10])[C:8]1[CH:12]=[C:13]([Br:16])[CH:14]=[N:15][C:7]=1[NH2:6]. The yield is 0.740. (2) The reactants are [CH3:1][C:2]1([CH3:16])[O:6][C:5]([C:7]2[CH:14]=[CH:13][C:10]([C:11]#[N:12])=[CH:9][CH:8]=2)=[CH:4][C:3]1=[O:15].C1C(=O)N([Br:24])C(=O)C1. The catalyst is C(Cl)(Cl)Cl.C(Cl)Cl. The product is [Br:24][C:4]1[C:3](=[O:15])[C:2]([CH3:16])([CH3:1])[O:6][C:5]=1[C:7]1[CH:14]=[CH:13][C:10]([C:11]#[N:12])=[CH:9][CH:8]=1. The yield is 0.310.